From a dataset of Peptide-MHC class I binding affinity with 185,985 pairs from IEDB/IMGT. Regression. Given a peptide amino acid sequence and an MHC pseudo amino acid sequence, predict their binding affinity value. This is MHC class I binding data. (1) The MHC is HLA-A02:02 with pseudo-sequence HLA-A02:02. The peptide sequence is SIKDSMYVI. The binding affinity (normalized) is 0.507. (2) The peptide sequence is AQSDFMSWV. The MHC is HLA-A03:01 with pseudo-sequence HLA-A03:01. The binding affinity (normalized) is 0.0847. (3) The peptide sequence is WLSLDVSAAF. The MHC is Patr-A0701 with pseudo-sequence Patr-A0701. The binding affinity (normalized) is 0.00602. (4) The peptide sequence is YTFTSLFSL. The MHC is HLA-A03:19 with pseudo-sequence HLA-A03:19. The binding affinity (normalized) is 0.258.